From a dataset of Peptide-MHC class I binding affinity with 185,985 pairs from IEDB/IMGT. Regression. Given a peptide amino acid sequence and an MHC pseudo amino acid sequence, predict their binding affinity value. This is MHC class I binding data. (1) The peptide sequence is YHPVYILPY. The MHC is HLA-B18:01 with pseudo-sequence HLA-B18:01. The binding affinity (normalized) is 0.328. (2) The MHC is HLA-B27:05 with pseudo-sequence HLA-B27:05. The peptide sequence is AEQASQEVKNW. The binding affinity (normalized) is 0.368.